From a dataset of Forward reaction prediction with 1.9M reactions from USPTO patents (1976-2016). Predict the product of the given reaction. (1) Given the reactants [CH2:1]([N:3]([CH2:26][CH3:27])[C:4]([C:6]1[C:7]([CH2:17][NH:18][C:19](=[O:25])[O:20][C:21]([CH3:24])([CH3:23])[CH3:22])=[N:8][C:9]2[C:14]([CH:15]=1)=[C:13]([F:16])[CH:12]=[CH:11][CH:10]=2)=O)[CH3:2].[H-].COCCO[Al+]OCCOC.[Na+].[H-].C(C1C(=O)C(Cl)=C(Cl)C(=O)C=1C#N)#N, predict the reaction product. The product is: [CH2:1]([N:3]([CH2:4][C:6]1[C:7]([CH2:17][NH:18][C:19](=[O:25])[O:20][C:21]([CH3:22])([CH3:24])[CH3:23])=[N:8][C:9]2[C:14]([CH:15]=1)=[C:13]([F:16])[CH:12]=[CH:11][CH:10]=2)[CH2:26][CH3:27])[CH3:2]. (2) Given the reactants [C:1]([O:5][C:6]([N:8]1[C:16]2[CH:15]=[C:14]([CH2:17][OH:18])[N:13]=[CH:12][C:11]=2[C:10]([CH3:20])([CH3:19])[CH2:9]1)=[O:7])([CH3:4])([CH3:3])[CH3:2].C(N(CC)CC)C.[CH3:28][S:29](Cl)(=[O:31])=[O:30].O, predict the reaction product. The product is: [C:1]([O:5][C:6]([N:8]1[C:16]2[CH:15]=[C:14]([CH2:17][O:18][S:29]([CH3:28])(=[O:31])=[O:30])[N:13]=[CH:12][C:11]=2[C:10]([CH3:20])([CH3:19])[CH2:9]1)=[O:7])([CH3:4])([CH3:2])[CH3:3]. (3) Given the reactants CC1C=CC(S(O[CH2:12][C@@H:13]2[O:18][C:17]3[CH:19]=[C:20]([F:23])[CH:21]=[CH:22][C:16]=3[O:15][CH2:14]2)(=O)=O)=CC=1.C([O-])([O-])=O.[K+].[K+].[NH:30]1[CH2:34][CH2:33][CH2:32][CH2:31]1, predict the reaction product. The product is: [F:23][C:20]1[CH:21]=[CH:22][C:16]2[O:15][CH2:14][C@H:13]([CH2:12][N:30]3[CH2:34][CH2:33][CH2:32][CH2:31]3)[O:18][C:17]=2[CH:19]=1. (4) Given the reactants [F:1][C:2]([F:22])([F:21])[C:3]1[N:7]2[CH:8]=[C:9]([C:12]3[CH:17]=[CH:16][C:15]([C:18](=[O:20])[CH3:19])=[CH:14][CH:13]=3)[CH:10]=[CH:11][C:6]2=[N:5][N:4]=1.[CH2:23](O)[CH2:24][OH:25].C12(CS(O)(=O)=O)C(C)(C)C(CC1)CC2=O, predict the reaction product. The product is: [CH3:19][C:18]1([C:15]2[CH:16]=[CH:17][C:12]([C:9]3[CH:10]=[CH:11][C:6]4[N:7]([C:3]([C:2]([F:1])([F:21])[F:22])=[N:4][N:5]=4)[CH:8]=3)=[CH:13][CH:14]=2)[O:25][CH2:24][CH2:23][O:20]1.